Predict the reaction yield, written as a fraction of the theoretical maximum amount of product (1.0 means a 100% yield; for example, 0.34 means a 34% yield). From a dataset of Reaction yield outcomes from USPTO patents with 853,638 reactions. (1) The reactants are C[O:2][C:3]1(OC)[CH2:6][C:5]([C:13]([O:15][CH:16]([CH3:18])[CH3:17])=[O:14])([C:7]([O:9][CH:10]([CH3:12])[CH3:11])=[O:8])[CH2:4]1.C(=O)(O)[O-].[Na+]. The catalyst is Cl. The product is [O:2]=[C:3]1[CH2:6][C:5]([C:7]([O:9][CH:10]([CH3:12])[CH3:11])=[O:8])([C:13]([O:15][CH:16]([CH3:17])[CH3:18])=[O:14])[CH2:4]1. The yield is 0.723. (2) The yield is 0.260. The product is [F:15][C:13]1[CH:12]=[CH:11][C:10]([O:16][CH2:17][C:18]([N:24]([CH:21]([CH3:23])[CH3:22])[NH:25][C:26]([C:28]2[CH:32]=[CH:31][S:30][CH:29]=2)=[O:27])=[O:20])=[C:9]([C:4]2[CH:5]=[CH:6][CH:7]=[CH:8][C:3]=2[CH2:1][CH3:2])[CH:14]=1. The catalyst is CN(C=O)C. The reactants are [CH2:1]([C:3]1[CH:8]=[CH:7][CH:6]=[CH:5][C:4]=1[C:9]1[CH:14]=[C:13]([F:15])[CH:12]=[CH:11][C:10]=1[O:16][CH2:17][C:18]([OH:20])=O)[CH3:2].[CH:21]([NH:24][NH:25][C:26]([C:28]1[CH:32]=[CH:31][S:30][CH:29]=1)=[O:27])([CH3:23])[CH3:22].C(N(CC)CC)C.C1C=CC2N(O)N=NC=2C=1.CCN=C=NCCCN(C)C. (3) The reactants are [N+:1]([C:4]1[C:5]([NH:22][C:23]2[CH:31]=[CH:30][C:26]([C:27]([NH2:29])=[O:28])=[CH:25][CH:24]=2)=[N:6][C:7]([NH:10][C:11]2[CH:12]=[N:13][N:14]([CH:16]3[CH2:21][CH2:20][O:19][CH2:18][CH2:17]3)[CH:15]=2)=[N:8][CH:9]=1)([O-])=O. The catalyst is CO.[Pd]. The product is [NH2:1][C:4]1[C:5]([NH:22][C:23]2[CH:31]=[CH:30][C:26]([C:27]([NH2:29])=[O:28])=[CH:25][CH:24]=2)=[N:6][C:7]([NH:10][C:11]2[CH:12]=[N:13][N:14]([CH:16]3[CH2:21][CH2:20][O:19][CH2:18][CH2:17]3)[CH:15]=2)=[N:8][CH:9]=1. The yield is 0.540. (4) The reactants are [N:1]1[CH:6]=[CH:5][CH:4]=[CH:3][C:2]=1[C:7]1[NH:11][CH:10]=[C:9]([C:12](OCC)=[O:13])[CH:8]=1.[H-].C([Al+]CC(C)C)C(C)C.O.S([O-])([O-])(=O)=O.[Mg+2]. The catalyst is O1CCCC1.C1(C)C=CC=CC=1. The product is [N:1]1[CH:6]=[CH:5][CH:4]=[CH:3][C:2]=1[C:7]1[NH:11][CH:10]=[C:9]([CH2:12][OH:13])[CH:8]=1. The yield is 0.880. (5) The reactants are [Br:1][C:2]1[CH:3]=[C:4]([NH2:9])[C:5]([NH2:8])=[N:6][CH:7]=1.[CH2:10]([N:12]([CH2:20][CH3:21])[C:13]1[S:14][C:15]([CH:18]=O)=[CH:16][N:17]=1)[CH3:11]. The catalyst is CN1C(=O)CCC1.[N+](C1C=CC=CC=1)([O-])=O.CC#N.O. The product is [Br:1][C:2]1[CH:3]=[C:4]2[N:9]=[C:18]([C:15]3[S:14][C:13]([N:12]([CH2:10][CH3:11])[CH2:20][CH3:21])=[N:17][CH:16]=3)[NH:8][C:5]2=[N:6][CH:7]=1. The yield is 0.0600. (6) The reactants are [CH:1]1([C:7]2[CH:8]=[C:9]3[C:14](=[CH:15][CH:16]=2)[CH2:13][N:12]([S:17]([CH2:20][CH:21]([CH:25]([CH3:27])[CH3:26])C(O)=O)(=[O:19])=[O:18])[CH2:11][CH2:10]3)[CH2:6][CH2:5][CH2:4][CH2:3][CH2:2]1.C(Cl)(=O)C(Cl)=[O:30].C[N:35](C)[CH:36]=[O:37]. The catalyst is ClCCl. The product is [CH:1]1([C:7]2[CH:8]=[C:9]3[C:14](=[CH:15][CH:16]=2)[CH2:13][N:12]([S:17]([CH2:20][CH:21]([CH:25]([CH3:27])[CH3:26])[C:36]([NH:35][OH:30])=[O:37])(=[O:19])=[O:18])[CH2:11][CH2:10]3)[CH2:2][CH2:3][CH2:4][CH2:5][CH2:6]1. The yield is 0.820. (7) The reactants are [Br:1][C:2]1[CH:3]=[C:4]([CH:7]=[CH:8][CH:9]=1)[CH2:5][OH:6].[H-].[Na+].[CH3:12][O:13][CH2:14]Cl. The catalyst is O1CCCC1. The product is [Br:1][C:2]1[CH:9]=[CH:8][CH:7]=[C:4]([CH2:5][O:6][CH2:12][O:13][CH3:14])[CH:3]=1. The yield is 0.830. (8) The reactants are Br[C:2]1[CH:3]=[C:4]2[C:8](=[CH:9][CH:10]=1)[N:7]([CH:11]1[CH2:16][CH2:15][CH2:14][CH2:13][O:12]1)[N:6]=[C:5]2[C:17]1[N:22]=[C:21]([O:23][C@@H:24]2[CH2:29][CH2:28][CH2:27][N:26]([C:30]([O:32][C:33]([CH3:36])([CH3:35])[CH3:34])=[O:31])[CH2:25]2)[CH:20]=[N:19][CH:18]=1.[CH3:37][O:38][C:39]1[CH:40]=[C:41](B2OC(C)(C)C(C)(C)O2)[CH:42]=[N:43][CH:44]=1.C([O-])([O-])=O.[Na+].[Na+]. The catalyst is O1CCOCC1.O.Cl[Pd](Cl)([P](C1C=CC=CC=1)(C1C=CC=CC=1)C1C=CC=CC=1)[P](C1C=CC=CC=1)(C1C=CC=CC=1)C1C=CC=CC=1. The product is [CH3:37][O:38][C:39]1[CH:40]=[C:41]([C:2]2[CH:3]=[C:4]3[C:8](=[CH:9][CH:10]=2)[N:7]([CH:11]2[CH2:16][CH2:15][CH2:14][CH2:13][O:12]2)[N:6]=[C:5]3[C:17]2[N:22]=[C:21]([O:23][C@@H:24]3[CH2:29][CH2:28][CH2:27][N:26]([C:30]([O:32][C:33]([CH3:34])([CH3:35])[CH3:36])=[O:31])[CH2:25]3)[CH:20]=[N:19][CH:18]=2)[CH:42]=[N:43][CH:44]=1. The yield is 0.590. (9) The reactants are [Cl:1][C:2]1[CH:9]=[C:8]([C:10]([F:13])([F:12])[F:11])[CH:7]=[CH:6][C:3]=1[CH2:4]Br.[H-].[Na+].[F:16][C:17]([F:26])([F:25])[CH2:18][CH2:19][CH:20]([C:23]#[N:24])[C:21]#[N:22]. The catalyst is CN(C)C=O. The product is [Cl:1][C:2]1[CH:9]=[C:8]([C:10]([F:13])([F:12])[F:11])[CH:7]=[CH:6][C:3]=1[CH2:4][C:20]([CH2:19][CH2:18][C:17]([F:16])([F:25])[F:26])([C:21]#[N:22])[C:23]#[N:24]. The yield is 0.390.